Task: Predict the reactants needed to synthesize the given product.. Dataset: Full USPTO retrosynthesis dataset with 1.9M reactions from patents (1976-2016) (1) Given the product [CH2:1]([O:8][C:9]([N:11]1[CH2:15][CH2:14][CH2:13][CH:12]1[C:16](=[O:30])[NH:17][C:18]1[S:19][CH:20]=[C:21]([C:23]2[CH:24]=[CH:25][C:26]([NH:29][C:42]([NH2:41])=[O:43])=[CH:27][CH:28]=2)[N:22]=1)=[O:10])[C:2]1[CH:3]=[CH:4][CH:5]=[CH:6][CH:7]=1, predict the reactants needed to synthesize it. The reactants are: [CH2:1]([O:8][C:9]([N:11]1[CH2:15][CH2:14][CH2:13][C@H:12]1[C:16](=[O:30])[NH:17][C:18]1[S:19][CH:20]=[C:21]([C:23]2[CH:28]=[CH:27][C:26]([NH2:29])=[CH:25][CH:24]=2)[N:22]=1)=[O:10])[C:2]1[CH:7]=[CH:6][CH:5]=[CH:4][CH:3]=1.O1CCOCC1.[Si]([N:41]=[C:42]=[O:43])(C)(C)C. (2) Given the product [Cl:33][C:30]1[CH:31]=[CH:32][C:27]([CH2:26][N:6]2[C:7]([CH3:9])=[CH:8][C:4](/[CH:3]=[C:2](\[F:1])/[C:10]3[CH:15]=[CH:14][C:13]([O:16][C:17]([F:19])([F:18])[F:20])=[CH:12][CH:11]=3)=[N:5]2)=[CH:28][N:29]=1, predict the reactants needed to synthesize it. The reactants are: [F:1]/[C:2](/[C:10]1[CH:15]=[CH:14][C:13]([O:16][C:17]([F:20])([F:19])[F:18])=[CH:12][CH:11]=1)=[CH:3]\[C:4]1[CH:8]=[C:7]([CH3:9])[NH:6][N:5]=1.CS(O[CH2:26][C:27]1[CH:28]=[N:29][C:30]([Cl:33])=[CH:31][CH:32]=1)(=O)=O.CC(C)([O-])C.[K+].O. (3) Given the product [Br:18][C:19]1[C:20]2[N:21]([C:1](=[O:2])[NH:26][N:25]=2)[CH:22]=[CH:23][CH:24]=1, predict the reactants needed to synthesize it. The reactants are: [C:1](C1NC=CN=1)(C1NC=CN=1)=[O:2].C1COCC1.[Br:18][C:19]1[C:20]([NH:25][NH2:26])=[N:21][CH:22]=[CH:23][CH:24]=1. (4) Given the product [OH:33][C@@:26]1([C:25]#[C:24][C:20]2[CH:19]=[C:18]([C:2]3[C:7]4[CH2:8][CH2:9][CH2:10][C:6]=4[CH:5]=[C:4]([C:11]([O:13][CH2:14][CH3:15])=[O:12])[N:3]=3)[CH:23]=[CH:22][CH:21]=2)[CH2:30][CH2:29][N:28]([CH3:31])[C:27]1=[O:32], predict the reactants needed to synthesize it. The reactants are: Cl[C:2]1[C:7]2[CH2:8][CH2:9][CH2:10][C:6]=2[CH:5]=[C:4]([C:11]([O:13][CH2:14][CH3:15])=[O:12])[N:3]=1.F[B-](F)(F)[C:18]1[CH:23]=[CH:22][CH:21]=[C:20]([C:24]#[C:25][C@:26]2([OH:33])[CH2:30][CH2:29][N:28]([CH3:31])[C:27]2=[O:32])[CH:19]=1.[K+]. (5) The reactants are: [Cl:1][C:2]1[CH:10]=[CH:9][CH:8]=[CH:7][C:3]=1[C:4]([OH:6])=O.CN(C(ON1N=NC2C=CC=NC1=2)=[N+](C)C)C.F[P-](F)(F)(F)(F)F.CCN(C(C)C)C(C)C.[I-].[CH2:45]([N+:49]1[N:53]=[C:52]([CH3:54])[S:51][C:50]=1[CH3:55])[CH2:46][CH2:47][CH3:48]. Given the product [CH2:45]([N:49]1[N:53]=[C:52]([CH3:54])[S:51]/[C:50]/1=[CH:55]\[C:4]([C:3]1[CH:7]=[CH:8][CH:9]=[CH:10][C:2]=1[Cl:1])=[O:6])[CH2:46][CH2:47][CH3:48], predict the reactants needed to synthesize it. (6) The reactants are: [CH3:1][O:2][C:3](=[O:23])[C@@H:4]([NH:13][C:14](=[O:22])[C:15]1[CH:20]=[CH:19][CH:18]=[CH:17][C:16]=1[OH:21])[CH2:5][C:6]1[CH:11]=[CH:10][C:9]([OH:12])=[CH:8][CH:7]=1.[CH:24]1[CH:29]=[CH:28][C:27]([C:30]2[CH:35]=[CH:34][C:33]([CH2:36]Cl)=[CH:32][CH:31]=2)=[CH:26][CH:25]=1.C([O-])([O-])=O.[K+].[K+]. Given the product [CH3:1][O:2][C:3](=[O:23])[C@@H:4]([NH:13][C:14](=[O:22])[C:15]1[CH:20]=[CH:19][CH:18]=[CH:17][C:16]=1[O:21][CH2:36][C:33]1[CH:34]=[CH:35][C:30]([C:27]2[CH:26]=[CH:25][CH:24]=[CH:29][CH:28]=2)=[CH:31][CH:32]=1)[CH2:5][C:6]1[CH:7]=[CH:8][C:9]([O:12][CH2:36][C:33]2[CH:34]=[CH:35][C:30]([C:27]3[CH:28]=[CH:29][CH:24]=[CH:25][CH:26]=3)=[CH:31][CH:32]=2)=[CH:10][CH:11]=1, predict the reactants needed to synthesize it.